This data is from Reaction yield outcomes from USPTO patents with 853,638 reactions. The task is: Predict the reaction yield, written as a fraction of the theoretical maximum amount of product (1.0 means a 100% yield; for example, 0.34 means a 34% yield). The reactants are [C:1]([C:5]1[CH:10]=[CH:9][C:8]([OH:11])=[CH:7][CH:6]=1)([CH3:4])([CH3:3])[CH3:2].[B-](F)(F)(F)[F:13].[B-](F)(F)(F)F.C1[N+]2(CCl)CC[N+](F)(CC2)C1. The catalyst is CO. The product is [C:1]([C:5]1[CH:6]=[CH:7][C:8]([OH:11])=[C:9]([F:13])[CH:10]=1)([CH3:4])([CH3:2])[CH3:3]. The yield is 0.360.